Dataset: Catalyst prediction with 721,799 reactions and 888 catalyst types from USPTO. Task: Predict which catalyst facilitates the given reaction. (1) Reactant: [ClH:1].[NH2:2][C:3]([C:6]1[N:7]=[N:8][N:9]([CH2:11][CH2:12][N+:13]([CH3:16])([CH3:15])[CH3:14])[CH:10]=1)([CH3:5])[CH3:4].[Cl:17]OC(C)(C)C. Product: [Cl-:17].[Cl:1][N:2]([Cl:17])[C:3]([C:6]1[N:7]=[N:8][N:9]([CH2:11][CH2:12][N+:13]([CH3:14])([CH3:16])[CH3:15])[CH:10]=1)([CH3:5])[CH3:4]. The catalyst class is: 5. (2) Reactant: [Cl:1][C:2]1[CH:15]=[C:14]([N+:16]([O-:18])=[O:17])[CH:13]=[CH:12][C:3]=1[O:4][C:5]1[CH:6]=[C:7]([OH:11])[CH:8]=[CH:9][CH:10]=1.[OH-].[K+].F[P-](F)(F)(F)(F)F.CN([P+](N(C)C)(N(C)C)O[CH2:33][C:34]([CH3:37])([CH3:36])[CH3:35])C.O. Product: [Cl:1][C:2]1[CH:15]=[C:14]([N+:16]([O-:18])=[O:17])[CH:13]=[CH:12][C:3]=1[O:4][C:5]1[CH:10]=[CH:9][CH:8]=[C:7]([O:11][CH2:33][C:34]([CH3:37])([CH3:36])[CH3:35])[CH:6]=1. The catalyst class is: 9. (3) Reactant: [CH3:1][O:2][CH2:3][N:4]1[C:8]2[CH:9]=[CH:10][C:11]([CH:13]([C:15]3[CH:19]=[CH:18][N:17]([C:20]4[N:25]=[N:24][C:23]([C:26](OCC)=[O:27])=[CH:22][CH:21]=4)[N:16]=3)[CH3:14])=[CH:12][C:7]=2[S:6][C:5]1=[O:31].[BH4-].[Na+]. Product: [OH:27][CH2:26][C:23]1[N:24]=[N:25][C:20]([N:17]2[CH:18]=[CH:19][C:15]([CH:13]([C:11]3[CH:10]=[CH:9][C:8]4[N:4]([CH2:3][O:2][CH3:1])[C:5](=[O:31])[S:6][C:7]=4[CH:12]=3)[CH3:14])=[N:16]2)=[CH:21][CH:22]=1. The catalyst class is: 7. (4) Reactant: [H-].[Na+].Br[CH2:4][CH2:5][CH2:6][N:7]1[C:15](=[O:16])[C:14]2[C:9](=[CH:10][CH:11]=[CH:12][CH:13]=2)[C:8]1=[O:17].[NH4+:18].[Cl-]. Product: [CH3:9][CH:14]1[CH2:13][CH2:12][N:18]([CH2:4][CH2:5][CH2:6][N:7]2[C:15](=[O:16])[C:14]3[C:9](=[CH:10][CH:11]=[CH:12][CH:13]=3)[C:8]2=[O:17])[C:15]1=[O:16]. The catalyst class is: 3. (5) Reactant: [F:1][C:2]1[CH:11]=[C:10]([C:12]2[C:13]([CH3:43])([CH3:42])[C@H:14]3[C@:27]([CH3:30])([CH2:28][CH:29]=2)[C@@H:26]2[C@:17]([CH3:41])([C@@:18]4([CH3:40])[C@H:23]([CH2:24][CH2:25]2)[C@H:22]2[C@H:31]([C:34]([CH3:36])=[CH2:35])[CH2:32][CH2:33][C@:21]2([N:37]=C=O)[CH2:20][CH2:19]4)[CH2:16][CH2:15]3)[CH:9]=[CH:8][C:3]=1[C:4]([O:6]C)=[O:5].Cl. Product: [NH2:37][C@:21]12[CH2:33][CH2:32][C@@H:31]([C:34]([CH3:36])=[CH2:35])[C@@H:22]1[C@@H:23]1[C@@:18]([CH3:40])([CH2:19][CH2:20]2)[C@@:17]2([CH3:41])[C@@H:26]([C@:27]3([CH3:30])[C@@H:14]([CH2:15][CH2:16]2)[C:13]([CH3:42])([CH3:43])[C:12]([C:10]2[CH:9]=[CH:8][C:3]([C:4]([OH:6])=[O:5])=[C:2]([F:1])[CH:11]=2)=[CH:29][CH2:28]3)[CH2:25][CH2:24]1. The catalyst class is: 20. (6) Reactant: [OH:1][CH2:2][CH2:3][CH2:4][N:5]1[CH2:9][CH2:8][NH:7][C:6]1=[C:10]([S:13]([C:16]1[CH:21]=[CH:20][CH:19]=[CH:18][CH:17]=1)(=[O:15])=[O:14])[C:11]#[N:12].C(=O)([O-])[O-].[K+].[K+].Br[CH2:29][CH2:30][CH2:31][O:32][Si:33]([C:36]([CH3:39])([CH3:38])[CH3:37])([CH3:35])[CH3:34].[I-].[Na+]. Product: [Si:33]([O:32][CH2:31][CH2:30][CH2:29][N:7]1[CH2:8][CH2:9][N:5]([CH2:4][CH2:3][CH2:2][OH:1])[C:6]1=[C:10]([S:13]([C:16]1[CH:21]=[CH:20][CH:19]=[CH:18][CH:17]=1)(=[O:15])=[O:14])[C:11]#[N:12])([C:36]([CH3:39])([CH3:38])[CH3:37])([CH3:35])[CH3:34]. The catalyst class is: 163. (7) Reactant: [CH2:1]([O:8][C:9]1[C:14]2[NH:15][C:16](=[O:18])[S:17][C:13]=2[C:12]([C@@H:19]([OH:22])[CH2:20][Br:21])=[CH:11][CH:10]=1)[C:2]1[CH:7]=[CH:6][CH:5]=[CH:4][CH:3]=1.C1(C)C=CC(S([O-])(=O)=O)=CC=1.[NH+]1C=CC=CC=1.[O:40]1[CH:45]=[CH:44][CH2:43][CH2:42][CH2:41]1. Product: [CH2:1]([O:8][C:9]1[C:14]2[NH:15][C:16](=[O:18])[S:17][C:13]=2[C:12]([C@@H:19]([O:22][CH:41]2[CH2:42][CH2:43][CH2:44][CH2:45][O:40]2)[CH2:20][Br:21])=[CH:11][CH:10]=1)[C:2]1[CH:7]=[CH:6][CH:5]=[CH:4][CH:3]=1. The catalyst class is: 2.